From a dataset of Full USPTO retrosynthesis dataset with 1.9M reactions from patents (1976-2016). Predict the reactants needed to synthesize the given product. (1) Given the product [CH2:24]([NH:31][C:21]([C:5]1[S:4][C:3]([S:2][CH3:1])=[C:20]2[C:10]3[N:11]=[C:12]([C:14]4[CH:19]=[CH:18][CH:17]=[CH:16][CH:15]=4)[S:13][C:9]=3[CH2:8][CH2:7][C:6]=12)=[O:22])[CH3:25], predict the reactants needed to synthesize it. The reactants are: [CH3:1][S:2][C:3]1[S:4][C:5]([C:21](O)=[O:22])=[C:6]2[C:20]=1[C:10]1[N:11]=[C:12]([C:14]3[CH:19]=[CH:18][CH:17]=[CH:16][CH:15]=3)[S:13][C:9]=1[CH2:8][CH2:7]2.[C:24](Cl)(=O)[C:25](Cl)=O.C[N:31](C)C=O. (2) Given the product [O:1]=[C:2]1[CH:6]([NH:7][C:8](=[O:15])[C:9]2[CH:14]=[CH:13][CH:12]=[CH:11][N:10]=2)[CH2:5][N:4]([C:16]([O:18][CH2:19][C:20]2[CH:25]=[CH:24][CH:23]=[CH:22][CH:21]=2)=[O:17])[CH2:3]1, predict the reactants needed to synthesize it. The reactants are: [OH:1][CH:2]1[CH:6]([NH:7][C:8](=[O:15])[C:9]2[CH:14]=[CH:13][CH:12]=[CH:11][N:10]=2)[CH2:5][N:4]([C:16]([O:18][CH2:19][C:20]2[CH:25]=[CH:24][CH:23]=[CH:22][CH:21]=2)=[O:17])[CH2:3]1.CC(OI1(OC(C)=O)(OC(C)=O)OC(=O)C2C=CC=CC1=2)=O. (3) Given the product [CH3:1][O:2][C:3]1[C:8]([O:9][CH3:10])=[CH:7][C:6]([N:11]2[CH2:28][CH2:27][NH:26][CH2:25][CH2:24]2)=[C:5]([CH:12]2[CH2:17][C:16]([CH3:19])([CH3:18])[CH2:15][C:14]([CH3:21])([CH3:20])[CH2:13]2)[CH:4]=1, predict the reactants needed to synthesize it. The reactants are: [CH3:1][O:2][C:3]1[C:8]([O:9][CH3:10])=[CH:7][C:6]([NH2:11])=[C:5]([CH:12]2[CH2:17][C:16]([CH3:19])([CH3:18])[CH2:15][C:14]([CH3:21])([CH3:20])[CH2:13]2)[CH:4]=1.Cl.Cl[CH2:24][CH2:25][NH:26][CH2:27][CH2:28]Cl. (4) Given the product [OH:22][C:21]1[C:20]2[C:15](=[N:16][CH:17]=[CH:18][CH:19]=2)[N:14]([CH2:23][CH2:24][CH:25]([CH3:27])[CH3:26])[C:13](=[O:28])[C:12]=1[C:7]1[NH:6][C:5]2[CH:29]=[CH:30][C:2]([NH:1][S:40]([C:39]3[CH:38]=[CH:37][S:36][C:35]=3[C:33]([O:31][CH3:32])=[O:34])(=[O:41])=[O:42])=[CH:3][C:4]=2[S:9](=[O:11])(=[O:10])[N:8]=1, predict the reactants needed to synthesize it. The reactants are: [NH2:1][C:2]1[CH:30]=[CH:29][C:5]2[NH:6][C:7]([C:12]3[C:13](=[O:28])[N:14]([CH2:23][CH2:24][CH:25]([CH3:27])[CH3:26])[C:15]4[C:20]([C:21]=3[OH:22])=[CH:19][CH:18]=[CH:17][N:16]=4)=[N:8][S:9](=[O:11])(=[O:10])[C:4]=2[CH:3]=1.[O:31]([C:33]([C:35]1[S:36][CH:37]=[CH:38][C:39]=1[S:40](Cl)(=[O:42])=[O:41])=[O:34])[CH3:32]. (5) Given the product [F:2][C:3]1[CH:8]=[CH:7][CH:6]=[CH:5][C:4]=1[C@H:9]([N:14]1[CH2:19][CH2:18][C@@H:17]([SH:20])/[C:16](=[CH:21]/[C:22]2[CH:26]=[CH:25][N:24]([CH2:27][CH2:28][C:29]([O:31][CH2:32][CH3:33])=[O:30])[N:23]=2)/[CH2:15]1)[C:10]([O:12][CH3:13])=[O:11], predict the reactants needed to synthesize it. The reactants are: Cl.[F:2][C:3]1[CH:8]=[CH:7][CH:6]=[CH:5][C:4]=1[CH:9]([N:14]1[CH2:19][CH2:18][C@@H:17]([SH:20])/[C:16](=[CH:21]/[C:22]2[CH:26]=[CH:25][N:24]([CH2:27][CH2:28][C:29]([O:31][CH2:32][CH3:33])=[O:30])[N:23]=2)/[CH2:15]1)[C:10]([O:12][CH3:13])=[O:11].C(=O)([O-])O.[Na+]. (6) Given the product [NH2:35][C:32]1[N:33]=[CH:34][C:29]([C:8]2[CH:9]=[C:10]3[C:15](=[C:6]([NH:5][C:1]([CH3:4])([CH3:3])[CH3:2])[N:7]=2)[C:14](=[O:16])[N:13]([CH2:17][CH2:18][OH:19])[CH:12]=[CH:11]3)=[CH:30][N:31]=1, predict the reactants needed to synthesize it. The reactants are: [C:1]([NH:5][C:6]1[N:7]=[C:8](Cl)[CH:9]=[C:10]2[C:15]=1[C:14](=[O:16])[N:13]([CH2:17][CH2:18][OH:19])[CH:12]=[CH:11]2)([CH3:4])([CH3:3])[CH3:2].CC1(C)C(C)(C)OB([C:29]2[CH:30]=[N:31][C:32]([NH2:35])=[N:33][CH:34]=2)O1.C([O-])([O-])=O.[K+].[K+].CC(O)C. (7) Given the product [CH2:1]([N:3]([C:4]1[CH:5]=[CH:6][CH:7]=[C:8]2[C:12]=1[NH:11][C:10]([C:13]1[S:15][C:25]([CH2:26][OH:27])=[CH:28][N:14]=1)=[CH:9]2)[S:16]([C:19]1[S:20][CH:21]=[CH:22][CH:23]=1)(=[O:17])=[O:18])[CH3:2], predict the reactants needed to synthesize it. The reactants are: [CH2:1]([N:3]([S:16]([C:19]1[S:20][CH:21]=[CH:22][CH:23]=1)(=[O:18])=[O:17])[C:4]1[CH:5]=[CH:6][CH:7]=[C:8]2[C:12]=1[NH:11][C:10]([C:13](=[S:15])[NH2:14])=[CH:9]2)[CH3:2].Br[CH:25]([CH:28]=O)[CH:26]=[O:27].CN(C)C(=O)C.[BH4-].[Na+]. (8) Given the product [CH:1]1([CH2:6][CH:7]([C:11]2[CH:16]=[CH:15][C:14]([S:17]([CH3:20])(=[O:19])=[O:18])=[C:13]([C:21]([F:24])([F:22])[F:23])[CH:12]=2)[C:8]([NH:36][C:35]2[NH:34][C:32](=[O:33])[N:31]=[CH:38][CH:37]=2)=[O:9])[CH2:2][CH2:3][CH2:4][CH2:5]1, predict the reactants needed to synthesize it. The reactants are: [CH:1]1([CH2:6][CH:7]([C:11]2[CH:16]=[CH:15][C:14]([S:17]([CH3:20])(=[O:19])=[O:18])=[C:13]([C:21]([F:24])([F:23])[F:22])[CH:12]=2)[C:8](O)=[O:9])[CH2:5][CH2:4][CH2:3][CH2:2]1.C(Cl)(=O)C(Cl)=O.[NH:31]1[CH:38]=[CH:37][C:35]([NH2:36])=[N:34][C:32]1=[O:33].C(N(CC)C(C)C)(C)C.